This data is from Serine/threonine kinase 33 screen with 319,792 compounds. The task is: Binary Classification. Given a drug SMILES string, predict its activity (active/inactive) in a high-throughput screening assay against a specified biological target. The molecule is FC(F)(F)COCc1oc(C(=O)NC2CCCCC2)cc1. The result is 0 (inactive).